The task is: Predict the reactants needed to synthesize the given product.. This data is from Full USPTO retrosynthesis dataset with 1.9M reactions from patents (1976-2016). (1) Given the product [NH2:8][C:9]1[C:10]([N+:12]([O-:14])=[O:13])=[CH:11][C:3]([O:2][CH3:1])=[CH:4][C:5]=1[C:6]([OH:16])=[O:17], predict the reactants needed to synthesize it. The reactants are: [CH3:1][O:2][C:3]1[CH:4]=[C:5]2[C:9](=[C:10]([N+:12]([O-:14])=[O:13])[CH:11]=1)[NH:8]C(=O)[C:6]2=[O:16].[OH:17]O.Cl. (2) Given the product [CH2:1]([C:8]1[S:12][C:11]([N:13]([CH2:17][CH2:18][OH:19])[CH2:14][CH2:15][OH:16])=[N:10][C:9]=1[C:20]1[CH:25]=[CH:24][C:23]([OH:26])=[CH:22][CH:21]=1)[C:2]1[CH:7]=[CH:6][CH:5]=[CH:4][CH:3]=1, predict the reactants needed to synthesize it. The reactants are: [CH2:1]([C:8]1[S:12][C:11]([N:13]([CH2:17][CH2:18][OH:19])[CH2:14][CH2:15][OH:16])=[N:10][C:9]=1[C:20]1[CH:25]=[CH:24][C:23]([O:26]C)=[CH:22][CH:21]=1)[C:2]1[CH:7]=[CH:6][CH:5]=[CH:4][CH:3]=1.B(Br)(Br)Br. (3) Given the product [Br:7][C:8]1[CH:14]=[C:13]([F:15])[C:11]([NH:12][C:4]([CH:1]2[CH2:3][CH2:2]2)=[O:5])=[C:10]([F:16])[CH:9]=1, predict the reactants needed to synthesize it. The reactants are: [CH:1]1([C:4](Cl)=[O:5])[CH2:3][CH2:2]1.[Br:7][C:8]1[CH:14]=[C:13]([F:15])[C:11]([NH2:12])=[C:10]([F:16])[CH:9]=1.C(N(CC)CC)C. (4) The reactants are: [OH:1][C:2]1[CH:3]=[C:4]([CH:7]=[CH:8][C:9]=1[OH:10])[CH:5]=[O:6].[C:11](=[O:14])([O-])[O-].[K+].[K+].[CH3:17][O:18][CH2:19]Cl.O.[CH3:22]N(C=O)C. Given the product [CH3:17][O:18][CH2:19][O:1][C:2]1[CH:3]=[C:4]([CH:7]=[CH:8][C:9]=1[O:10][CH2:22][O:14][CH3:11])[CH:5]=[O:6], predict the reactants needed to synthesize it. (5) Given the product [F:22][C:23]1[CH:28]=[C:27]([F:29])[CH:26]=[CH:25][C:24]=1[C:2]1[C:11]2[CH2:10][N:9]([CH2:12][C:13]3[CH:18]=[CH:17][C:16]([O:19][CH3:20])=[CH:15][CH:14]=3)[C:8](=[O:21])[NH:7][C:6]=2[N:5]=[CH:4][CH:3]=1, predict the reactants needed to synthesize it. The reactants are: Cl[C:2]1[C:11]2[CH2:10][N:9]([CH2:12][C:13]3[CH:18]=[CH:17][C:16]([O:19][CH3:20])=[CH:15][CH:14]=3)[C:8](=[O:21])[NH:7][C:6]=2[N:5]=[CH:4][CH:3]=1.[F:22][C:23]1[CH:28]=[C:27]([F:29])[CH:26]=[CH:25][C:24]=1B(O)O.COC1C=CC=C(OC)C=1C1C=CC=CC=1P(C1CCCCC1)C1CCCCC1.C([O-])([O-])=O.[K+].[K+]. (6) Given the product [F:30][C:31]([F:36])([F:35])[C:32]([OH:34])=[O:33].[Cl:1][C:2]1[CH:7]=[C:6]([Cl:8])[CH:5]=[CH:4][C:3]=1[C:9]1[N:14]=[C:13]([NH:15][CH:16]([CH3:26])[CH2:17][NH2:18])[N:12]2[CH:27]=[CH:28][N:29]=[C:11]2[CH:10]=1, predict the reactants needed to synthesize it. The reactants are: [Cl:1][C:2]1[CH:7]=[C:6]([Cl:8])[CH:5]=[CH:4][C:3]=1[C:9]1[N:14]=[C:13]([NH:15][CH:16]([CH3:26])[CH2:17][NH:18]C(=O)OC(C)(C)C)[N:12]2[CH:27]=[CH:28][N:29]=[C:11]2[CH:10]=1.[F:30][C:31]([F:36])([F:35])[C:32]([OH:34])=[O:33]. (7) The reactants are: Cl[C:2]1[N:21]=[C:5]2[C:6]([C:10]3[CH:15]=[C:14]([C:16]([F:19])([F:18])[F:17])[CH:13]=[CH:12][C:11]=3[Cl:20])=[CH:7][CH:8]=[CH:9][N:4]2[N:3]=1.[C:22]([O:26][C:27]([N:29]1[CH2:35][CH2:34][C:33]2[CH:36]=[CH:37][C:38]([NH2:40])=[CH:39][C:32]=2[CH2:31][CH2:30]1)=[O:28])([CH3:25])([CH3:24])[CH3:23].C1(P(C2CCCCC2)C2C=CC=CC=2C2C=CC=CC=2P(C2CCCCC2)C2CCCCC2)CCCCC1. Given the product [C:22]([O:26][C:27]([N:29]1[CH2:35][CH2:34][C:33]2[CH:36]=[CH:37][C:38]([NH:40][C:2]3[N:21]=[C:5]4[C:6]([C:10]5[CH:15]=[C:14]([C:16]([F:19])([F:18])[F:17])[CH:13]=[CH:12][C:11]=5[Cl:20])=[CH:7][CH:8]=[CH:9][N:4]4[N:3]=3)=[CH:39][C:32]=2[CH2:31][CH2:30]1)=[O:28])([CH3:25])([CH3:23])[CH3:24], predict the reactants needed to synthesize it. (8) Given the product [F:21][C:2]([F:1])([F:20])[C:3]1[CH:8]=[CH:7][N:6]=[C:5]([CH2:9][C:10]([O:12][CH3:13])=[O:11])[CH:4]=1, predict the reactants needed to synthesize it. The reactants are: [F:1][C:2]([F:21])([F:20])[C:3]1[CH:8]=[CH:7][N:6]=[C:5]([CH:9](C(OCC)=O)[C:10]([O:12][CH2:13]C)=[O:11])[CH:4]=1.C[O-].[Na+].Cl. (9) Given the product [CH3:12][C:10]1[CH:11]=[C:6]([CH2:5][C:4]([CH3:36])([CH3:35])[C:3]([OH:37])=[O:2])[CH:7]=[C:8]([CH3:34])[C:9]=1[C:13]1[NH:17][C:16]2[CH:18]=[C:19]([C:22]3[O:23][C:24]([C:27]4[CH:32]=[CH:31][CH:30]=[CH:29][C:28]=4[CH3:33])=[N:25][N:26]=3)[CH:20]=[CH:21][C:15]=2[N:14]=1, predict the reactants needed to synthesize it. The reactants are: C[O:2][C:3](=[O:37])[C:4]([CH3:36])([CH3:35])[CH2:5][C:6]1[CH:11]=[C:10]([CH3:12])[C:9]([C:13]2[NH:17][C:16]3[CH:18]=[C:19]([C:22]4[O:23][C:24]([C:27]5[CH:32]=[CH:31][CH:30]=[CH:29][C:28]=5[CH3:33])=[N:25][N:26]=4)[CH:20]=[CH:21][C:15]=3[N:14]=2)=[C:8]([CH3:34])[CH:7]=1.[OH-].[Na+].Cl. (10) Given the product [C:1]1([C:26]2[CH:27]=[CH:28][CH:29]=[CH:30][CH:31]=2)[CH:2]=[CH:3][C:4]([C:7]([N:11]2[CH2:16][CH2:15][CH:14]([CH2:17][NH:18][C:19](=[O:25])[O:20][C:21]([CH3:24])([CH3:23])[CH3:22])[CH2:13][CH2:12]2)([CH3:8])[CH3:9])=[CH:5][CH:6]=1, predict the reactants needed to synthesize it. The reactants are: [C:1]1([C:26]2[CH:31]=[CH:30][CH:29]=[CH:28][CH:27]=2)[CH:6]=[CH:5][C:4]([C:7]([N:11]2[CH2:16][CH2:15][CH:14]([CH2:17][NH:18][C:19](=[O:25])[O:20][C:21]([CH3:24])([CH3:23])[CH3:22])[CH2:13][CH2:12]2)([C:9]#N)[CH3:8])=[CH:3][CH:2]=1.C[Mg]Br.[Cl-].[NH4+].